This data is from NCI-60 drug combinations with 297,098 pairs across 59 cell lines. The task is: Regression. Given two drug SMILES strings and cell line genomic features, predict the synergy score measuring deviation from expected non-interaction effect. (1) Drug 1: CN1C(=O)N2C=NC(=C2N=N1)C(=O)N. Drug 2: C(CC(=O)O)C(=O)CN.Cl. Cell line: MALME-3M. Synergy scores: CSS=0.281, Synergy_ZIP=-3.66, Synergy_Bliss=-2.27, Synergy_Loewe=-8.75, Synergy_HSA=-4.30. (2) Drug 1: CC12CCC3C(C1CCC2=O)CC(=C)C4=CC(=O)C=CC34C. Drug 2: C1=NC2=C(N1)C(=S)N=C(N2)N. Cell line: SNB-19. Synergy scores: CSS=30.4, Synergy_ZIP=-0.836, Synergy_Bliss=-2.10, Synergy_Loewe=-15.6, Synergy_HSA=-1.17. (3) Drug 1: C1CCC(CC1)NC(=O)N(CCCl)N=O. Drug 2: C1=CC=C(C=C1)NC(=O)CCCCCCC(=O)NO. Cell line: KM12. Synergy scores: CSS=39.0, Synergy_ZIP=12.9, Synergy_Bliss=12.8, Synergy_Loewe=16.3, Synergy_HSA=17.3. (4) Drug 1: CCC1(CC2CC(C3=C(CCN(C2)C1)C4=CC=CC=C4N3)(C5=C(C=C6C(=C5)C78CCN9C7C(C=CC9)(C(C(C8N6C=O)(C(=O)OC)O)OC(=O)C)CC)OC)C(=O)OC)O.OS(=O)(=O)O. Drug 2: CC(C)CN1C=NC2=C1C3=CC=CC=C3N=C2N. Cell line: HCT116. Synergy scores: CSS=31.3, Synergy_ZIP=0.617, Synergy_Bliss=-2.16, Synergy_Loewe=-17.2, Synergy_HSA=-2.76. (5) Drug 1: CC1CCC2CC(C(=CC=CC=CC(CC(C(=O)C(C(C(=CC(C(=O)CC(OC(=O)C3CCCCN3C(=O)C(=O)C1(O2)O)C(C)CC4CCC(C(C4)OC)O)C)C)O)OC)C)C)C)OC. Drug 2: C1C(C(OC1N2C=NC(=NC2=O)N)CO)O. Cell line: SK-OV-3. Synergy scores: CSS=4.30, Synergy_ZIP=-1.32, Synergy_Bliss=1.12, Synergy_Loewe=-13.0, Synergy_HSA=-1.95. (6) Drug 1: CC1=C(C=C(C=C1)NC2=NC=CC(=N2)N(C)C3=CC4=NN(C(=C4C=C3)C)C)S(=O)(=O)N.Cl. Drug 2: C#CCC(CC1=CN=C2C(=N1)C(=NC(=N2)N)N)C3=CC=C(C=C3)C(=O)NC(CCC(=O)O)C(=O)O. Cell line: OVCAR3. Synergy scores: CSS=0.0355, Synergy_ZIP=0.250, Synergy_Bliss=-0.0706, Synergy_Loewe=-0.981, Synergy_HSA=-1.58. (7) Drug 2: C1=CC=C(C=C1)NC(=O)CCCCCCC(=O)NO. Cell line: DU-145. Synergy scores: CSS=30.5, Synergy_ZIP=-3.50, Synergy_Bliss=-0.0834, Synergy_Loewe=-22.3, Synergy_HSA=-1.52. Drug 1: C1=CC(=CC=C1CC(C(=O)O)N)N(CCCl)CCCl.Cl. (8) Drug 1: C1=CN(C(=O)N=C1N)C2C(C(C(O2)CO)O)O.Cl. Drug 2: CS(=O)(=O)OCCCCOS(=O)(=O)C. Cell line: ACHN. Synergy scores: CSS=57.8, Synergy_ZIP=-0.837, Synergy_Bliss=0.163, Synergy_Loewe=1.94, Synergy_HSA=3.68.